From a dataset of Forward reaction prediction with 1.9M reactions from USPTO patents (1976-2016). Predict the product of the given reaction. (1) Given the reactants [BH4-].[Na+].[F:3][C:4]1[CH:11]=[C:10]([C:12]2[CH:17]=[CH:16][CH:15]=[C:14]([CH3:18])[N:13]=2)[CH:9]=[CH:8][C:5]=1[CH:6]=[O:7], predict the reaction product. The product is: [F:3][C:4]1[CH:11]=[C:10]([C:12]2[CH:17]=[CH:16][CH:15]=[C:14]([CH3:18])[N:13]=2)[CH:9]=[CH:8][C:5]=1[CH2:6][OH:7]. (2) Given the reactants [Cl:1][C:2]1[CH:3]=[C:4]([CH:12]([CH2:17][C@H:18]2[CH2:38][CH2:37][C:20]3([O:24][C@H:23]([C:25]4[CH:30]=[CH:29][CH:28]=[CH:27][CH:26]=4)[C@@H:22]([C:31]4[CH:36]=[CH:35][CH:34]=[CH:33][CH:32]=4)[O:21]3)[CH2:19]2)[C:13](=[O:16])[CH:14]=[CH2:15])[CH:5]=[CH:6][C:7]=1[S:8]([CH3:11])(=[O:10])=[O:9].[O:39]1[CH2:44][CH2:43][CH2:42][CH2:41][CH:40]1[O:45][CH2:46][C:47]1[S:51][C:50]([CH:52]=[O:53])=[N:49][CH:48]=1.C(N(CC)CC)C, predict the reaction product. The product is: [Cl:1][C:2]1[CH:3]=[C:4]([CH:12]([CH2:17][C@H:18]2[CH2:38][CH2:37][C:20]3([O:21][C@H:22]([C:31]4[CH:36]=[CH:35][CH:34]=[CH:33][CH:32]=4)[C@@H:23]([C:25]4[CH:26]=[CH:27][CH:28]=[CH:29][CH:30]=4)[O:24]3)[CH2:19]2)[C:13](=[O:16])[CH2:14][CH2:15][C:52]([C:50]2[S:51][C:47]([CH2:46][O:45][CH:40]3[CH2:41][CH2:42][CH2:43][CH2:44][O:39]3)=[CH:48][N:49]=2)=[O:53])[CH:5]=[CH:6][C:7]=1[S:8]([CH3:11])(=[O:9])=[O:10]. (3) Given the reactants [Br:1][C:2]1[CH:10]=[C:6]([C:7]([OH:9])=O)[C:5]([NH2:11])=[CH:4][CH:3]=1.[CH3:12][NH2:13].[OH:14][C:15]1[CH:22]=[CH:21][C:18]([CH:19]=O)=[C:17]([O:23][CH3:24])[CH:16]=1.[Br-].Br[CH2:27][CH2:28][CH2:29][NH+:30]1[CH2:34][CH2:33][CH2:32][CH2:31]1, predict the reaction product. The product is: [Br:1][C:2]1[CH:10]=[C:6]2[C:5](=[CH:4][CH:3]=1)[N:11]=[C:19]([C:18]1[CH:21]=[CH:22][C:15]([O:14][CH2:27][CH2:28][CH2:29][N:30]3[CH2:34][CH2:33][CH2:32][CH2:31]3)=[CH:16][C:17]=1[O:23][CH3:24])[N:13]([CH3:12])[C:7]2=[O:9]. (4) Given the reactants [CH3:1][O:2][CH:3]([CH3:10])[CH2:4][CH2:5][CH2:6][CH2:7][CH2:8][OH:9].[S:11](Cl)([C:14]1[CH:20]=[CH:19][C:17]([CH3:18])=[CH:16][CH:15]=1)(=[O:13])=[O:12].C([O-])(O)=O.[Na+], predict the reaction product. The product is: [CH3:18][C:17]1[CH:19]=[CH:20][C:14]([S:11]([O:9][CH2:8][CH2:7][CH2:6][CH2:5][CH2:4][CH:3]([O:2][CH3:1])[CH3:10])(=[O:13])=[O:12])=[CH:15][CH:16]=1. (5) Given the reactants [Br:1][C:2]1[S:3][C:4]2[CH:10]=[C:9]([C:11](OCC)=[O:12])[CH:8]=[CH:7][C:5]=2[N:6]=1.CC(C[AlH]CC(C)C)C, predict the reaction product. The product is: [Br:1][C:2]1[S:3][C:4]2[CH:10]=[C:9]([CH2:11][OH:12])[CH:8]=[CH:7][C:5]=2[N:6]=1.